From a dataset of Full USPTO retrosynthesis dataset with 1.9M reactions from patents (1976-2016). Predict the reactants needed to synthesize the given product. (1) The reactants are: [O:1]1[C:6]2[CH:7]=[CH:8][CH:9]=[CH:10][C:5]=2[NH:4][C:3](=[O:11])[CH2:2]1.C(=O)([O-])[O-].[K+].[K+].Br[CH2:19][CH2:20][CH2:21][Cl:22]. Given the product [Cl:22][CH2:21][CH2:20][CH2:19][N:4]1[C:3](=[O:11])[CH2:2][O:1][C:6]2[CH:7]=[CH:8][CH:9]=[CH:10][C:5]1=2, predict the reactants needed to synthesize it. (2) Given the product [CH3:22][C:21]1[CH:23]=[CH:24][C:18]([S:15]([O:12][CH2:11][C:9]2[CH:8]=[CH:7][CH:6]=[C:5]([CH2:4][N:1]=[N+:2]=[N-:3])[N:10]=2)(=[O:17])=[O:16])=[CH:19][CH:20]=1, predict the reactants needed to synthesize it. The reactants are: [N:1]([CH2:4][C:5]1[N:10]=[C:9]([CH2:11][OH:12])[CH:8]=[CH:7][CH:6]=1)=[N+:2]=[N-:3].[OH-].[Na+].[S:15](Cl)([C:18]1[CH:24]=[CH:23][C:21]([CH3:22])=[CH:20][CH:19]=1)(=[O:17])=[O:16].